From a dataset of Reaction yield outcomes from USPTO patents with 853,638 reactions. Predict the reaction yield, written as a fraction of the theoretical maximum amount of product (1.0 means a 100% yield; for example, 0.34 means a 34% yield). (1) The yield is 0.170. The catalyst is C(#N)C. The reactants are [Br:1]Br.C1(P(C2C=CC=CC=2)C2C=CC=CC=2)C=CC=CC=1.[OH:22][C:23]1[CH:32]=[CH:31][C:30]2[C:25](=[CH:26][C:27](O)=[CH:28][CH:29]=2)[CH:24]=1. The product is [Br:1][C:27]1[CH:26]=[C:25]2[C:30]([CH:31]=[CH:32][C:23]([OH:22])=[CH:24]2)=[CH:29][CH:28]=1. (2) The reactants are Br[C:2]1[CH:3]=[N:4][C:5]([NH:8][CH2:9][CH2:10][N:11]2[CH2:16][CH2:15][O:14][CH2:13][CH2:12]2)=[N:6][CH:7]=1.[C:17]([C:19]1[CH:20]=[C:21]([NH2:26])[CH:22]=[CH:23][C:24]=1C)#[CH:18].[NH:27]1CCCCC1. The catalyst is O.C(Cl)Cl.Cl[Pd](Cl)([P](C1C=CC=CC=1)(C1C=CC=CC=1)C1C=CC=CC=1)[P](C1C=CC=CC=1)(C1C=CC=CC=1)C1C=CC=CC=1.C1(P(C2C=CC=CC=2)C2C=CC=CC=2)C=CC=CC=1. The product is [NH2:26][C:21]1[CH:20]=[C:19]([C:17]#[C:18][C:2]2[CH:3]=[N:4][C:5]([NH:8][CH2:9][CH2:10][N:11]3[CH2:16][CH2:15][O:14][CH2:13][CH2:12]3)=[N:6][CH:7]=2)[C:24]([CH3:23])=[N:27][CH:22]=1. The yield is 0.780. (3) The reactants are C[O:2][C:3](=[O:45])[C:4]1[CH:9]=[CH:8][C:7]([N:10]2[C:14](=[O:15])[C@H:13]3[C@H:16]([C:34]4[CH:39]=[CH:38][CH:37]=[C:36]([Cl:40])[C:35]=4[F:41])[C@:17]([C:26]4[CH:31]=[CH:30][C:29]([Cl:32])=[CH:28][C:27]=4[F:33])([C:24]#[N:25])[C@H:18]([CH2:19][C:20]([CH3:23])([CH3:22])[CH3:21])[N:12]3[C@@H:11]2[CH:42]2[CH2:44][CH2:43]2)=[CH:6][CH:5]=1.[Li+].[OH-]. The catalyst is C1COCC1.CO.O. The product is [Cl:40][C:36]1[C:35]([F:41])=[C:34]([C@H:16]2[C@H:13]3[N:12]([C@H:11]([CH:42]4[CH2:44][CH2:43]4)[N:10]([C:7]4[CH:6]=[CH:5][C:4]([C:3]([OH:45])=[O:2])=[CH:9][CH:8]=4)[C:14]3=[O:15])[C@@H:18]([CH2:19][C:20]([CH3:22])([CH3:21])[CH3:23])[C@@:17]2([C:26]2[CH:31]=[CH:30][C:29]([Cl:32])=[CH:28][C:27]=2[F:33])[C:24]#[N:25])[CH:39]=[CH:38][CH:37]=1. The yield is 0.388. (4) The reactants are [NH:1]1[CH2:5][CH2:4][C@@H:3]([OH:6])[CH2:2]1.Br[CH2:8][CH2:9][CH2:10][O:11][C:12]1[CH:17]=[CH:16][CH:15]=[CH:14][CH:13]=1. No catalyst specified. The product is [O:11]([CH2:10][CH2:9][CH2:8][N:1]1[CH2:5][CH2:4][C@@H:3]([OH:6])[CH2:2]1)[C:12]1[CH:17]=[CH:16][CH:15]=[CH:14][CH:13]=1. The yield is 0.713. (5) The reactants are [H-].[Na+].[CH3:3][O:4][C:5]([C:7]1[C:15]2[C:10](=[CH:11][CH:12]=[CH:13][CH:14]=2)[NH:9][N:8]=1)=[O:6].[CH2:16](Br)[C:17]1[CH:22]=[CH:21][CH:20]=[CH:19][CH:18]=1.[Na+].[Cl-]. The catalyst is C1COCC1. The product is [CH3:3][O:4][C:5]([C:7]1[C:15]2[C:10](=[CH:11][CH:12]=[CH:13][CH:14]=2)[N:9]([CH2:16][C:17]2[CH:22]=[CH:21][CH:20]=[CH:19][CH:18]=2)[N:8]=1)=[O:6]. The yield is 0.840.